This data is from Forward reaction prediction with 1.9M reactions from USPTO patents (1976-2016). The task is: Predict the product of the given reaction. (1) The product is: [CH3:1][C:2]([O:4][C@H:5]1[C:14]2[C@@:15]3([CH3:30])[C@@H:26]([CH2:27][O:28][CH3:29])[O:25][C:23](=[O:24])[C:17]4=[CH:18][O:19][C:20]([C:21](=[O:22])[C:13]=2[C@@H:8]2[CH2:9][CH2:10][C@H:11]([OH:12])[C@@:7]2([CH3:31])[CH2:6]1)=[C:16]34)=[O:3]. Given the reactants [CH3:1][C:2]([O:4][C@H:5]1[C:14]2[C@@:15]3([CH3:30])[C@@H:26]([CH2:27][O:28][CH3:29])[O:25][C:23](=[O:24])[C:17]4=[CH:18][O:19][C:20]([C:21](=[O:22])[C:13]=2[C@@H:8]2[CH2:9][CH2:10][C:11](=[O:12])[C@@:7]2([CH3:31])[CH2:6]1)=[C:16]34)=[O:3].B, predict the reaction product. (2) Given the reactants C([O:3][C:4](=O)[C:5]([F:28])([F:27])[C@@:6]([C:15]1[CH:16]=[N:17][N:18]([C:20]2[CH:25]=[CH:24][CH:23]=[C:22]([Br:26])[CH:21]=2)[CH:19]=1)([NH:8][S@@:9]([C:11]([CH3:14])([CH3:13])[CH3:12])=[O:10])[CH3:7])C.[BH4-].[Li+].C(O)(=O)C.O, predict the reaction product. The product is: [Br:26][C:22]1[CH:21]=[C:20]([N:18]2[CH:19]=[C:15]([C@:6]([NH:8][S@@:9]([C:11]([CH3:14])([CH3:13])[CH3:12])=[O:10])([CH3:7])[C:5]([F:28])([F:27])[CH2:4][OH:3])[CH:16]=[N:17]2)[CH:25]=[CH:24][CH:23]=1.